Dataset: CYP2D6 inhibition data for predicting drug metabolism from PubChem BioAssay. Task: Regression/Classification. Given a drug SMILES string, predict its absorption, distribution, metabolism, or excretion properties. Task type varies by dataset: regression for continuous measurements (e.g., permeability, clearance, half-life) or binary classification for categorical outcomes (e.g., BBB penetration, CYP inhibition). Dataset: cyp2d6_veith. (1) The compound is CC(C)Oc1ccc2c(=O)c3cc(C(=O)O)ccc3oc2c1. The result is 0 (non-inhibitor). (2) The compound is COn1c(SCc2ccc(C)cc2C)nc2ccccc2c1=O. The result is 1 (inhibitor). (3) The molecule is CN(C)Cc1ccccc1-c1nc(NC2CC2)c2ccccc2n1. The result is 1 (inhibitor). (4) The molecule is COC(=O)C(C(=O)OC)[C@@H]1CCCC(=O)C1. The result is 0 (non-inhibitor). (5) The drug is CC(C)CN1CC[C@@]2(CCCN(C(=O)c3cnccn3)C2)C1. The result is 1 (inhibitor). (6) The compound is CCCCNC(=O)C(=O)NC(C)CCc1ccccc1. The result is 0 (non-inhibitor). (7) The molecule is CC(C)[C@@H]1NC(=O)[C@H](CCCCN)NC(=O)[C@H](Cc2c[nH]c3ccccc23)NC(=O)[C@H](Cc2ccc(O)cc2)NC(=O)[C@H](C)N(C)C(=O)[C@H](Cc2ccccc2)NC1=O. The result is 0 (non-inhibitor).